Dataset: Full USPTO retrosynthesis dataset with 1.9M reactions from patents (1976-2016). Task: Predict the reactants needed to synthesize the given product. Given the product [O:18]=[C:16]1[C:17]2[C:5]([O:4][CH2:1][CH2:2][CH3:3])=[C:6]3[CH:7]=[CH:8][CH:9]=[CH:10][C:11]3=[C:12]([O:20][CH2:21][CH2:22][CH3:23])[C:13]=2[C:14](=[O:19])[N:24]1[C:25]1[CH:30]=[CH:29][C:28]([CH2:31][C:32]([O:34][CH2:35][CH3:36])=[O:33])=[CH:27][C:26]=1[CH3:37], predict the reactants needed to synthesize it. The reactants are: [CH2:1]([O:4][C:5]1[C:17]2[C:16](=[O:18])O[C:14](=[O:19])[C:13]=2[C:12]([O:20][CH2:21][CH2:22][CH3:23])=[C:11]2[C:6]=1[CH:7]=[CH:8][CH:9]=[CH:10]2)[CH2:2][CH3:3].[NH2:24][C:25]1[CH:30]=[CH:29][C:28]([CH2:31][C:32]([O:34][CH2:35][CH3:36])=[O:33])=[CH:27][C:26]=1[CH3:37].